From a dataset of NCI-60 drug combinations with 297,098 pairs across 59 cell lines. Regression. Given two drug SMILES strings and cell line genomic features, predict the synergy score measuring deviation from expected non-interaction effect. (1) Drug 1: C1=NC2=C(N=C(N=C2N1C3C(C(C(O3)CO)O)O)F)N. Drug 2: C1=CC=C(C(=C1)C(C2=CC=C(C=C2)Cl)C(Cl)Cl)Cl. Cell line: NCI-H226. Synergy scores: CSS=-6.47, Synergy_ZIP=12.0, Synergy_Bliss=2.84, Synergy_Loewe=-10.3, Synergy_HSA=-10.3. (2) Drug 1: CNC(=O)C1=CC=CC=C1SC2=CC3=C(C=C2)C(=NN3)C=CC4=CC=CC=N4. Drug 2: C1=NNC2=C1C(=O)NC=N2. Cell line: SF-268. Synergy scores: CSS=0.301, Synergy_ZIP=1.65, Synergy_Bliss=3.87, Synergy_Loewe=-5.26, Synergy_HSA=-0.431. (3) Drug 1: CC1C(C(CC(O1)OC2CC(CC3=C2C(=C4C(=C3O)C(=O)C5=C(C4=O)C(=CC=C5)OC)O)(C(=O)C)O)N)O.Cl. Drug 2: C1=NC(=NC(=O)N1C2C(C(C(O2)CO)O)O)N. Cell line: SNB-75. Synergy scores: CSS=5.62, Synergy_ZIP=0.515, Synergy_Bliss=0.0241, Synergy_Loewe=-27.4, Synergy_HSA=-1.88. (4) Cell line: 786-0. Synergy scores: CSS=0.804, Synergy_ZIP=-1.37, Synergy_Bliss=-1.92, Synergy_Loewe=-2.33, Synergy_HSA=-2.93. Drug 1: CCC1(CC2CC(C3=C(CCN(C2)C1)C4=CC=CC=C4N3)(C5=C(C=C6C(=C5)C78CCN9C7C(C=CC9)(C(C(C8N6C=O)(C(=O)OC)O)OC(=O)C)CC)OC)C(=O)OC)O.OS(=O)(=O)O. Drug 2: C1=CC=C(C=C1)NC(=O)CCCCCCC(=O)NO. (5) Cell line: SNB-75. Drug 1: COC1=NC(=NC2=C1N=CN2C3C(C(C(O3)CO)O)O)N. Synergy scores: CSS=33.1, Synergy_ZIP=-9.10, Synergy_Bliss=-0.721, Synergy_Loewe=-1.09, Synergy_HSA=-1.14. Drug 2: CCC1(CC2CC(C3=C(CCN(C2)C1)C4=CC=CC=C4N3)(C5=C(C=C6C(=C5)C78CCN9C7C(C=CC9)(C(C(C8N6C)(C(=O)OC)O)OC(=O)C)CC)OC)C(=O)OC)O.OS(=O)(=O)O. (6) Drug 1: COC1=NC(=NC2=C1N=CN2C3C(C(C(O3)CO)O)O)N. Drug 2: CCN(CC)CCCC(C)NC1=C2C=C(C=CC2=NC3=C1C=CC(=C3)Cl)OC. Cell line: MOLT-4. Synergy scores: CSS=72.5, Synergy_ZIP=-1.15, Synergy_Bliss=-1.05, Synergy_Loewe=-4.18, Synergy_HSA=-0.0713.